From a dataset of NCI-60 drug combinations with 297,098 pairs across 59 cell lines. Regression. Given two drug SMILES strings and cell line genomic features, predict the synergy score measuring deviation from expected non-interaction effect. (1) Drug 1: CN(CCCl)CCCl.Cl. Drug 2: CCC1(C2=C(COC1=O)C(=O)N3CC4=CC5=C(C=CC(=C5CN(C)C)O)N=C4C3=C2)O.Cl. Cell line: OVCAR-8. Synergy scores: CSS=27.2, Synergy_ZIP=-3.06, Synergy_Bliss=3.02, Synergy_Loewe=-9.51, Synergy_HSA=4.14. (2) Drug 2: C1CN(P(=O)(OC1)NCCCl)CCCl. Synergy scores: CSS=8.00, Synergy_ZIP=1.44, Synergy_Bliss=6.67, Synergy_Loewe=1.11, Synergy_HSA=5.78. Cell line: CAKI-1. Drug 1: CCCS(=O)(=O)NC1=C(C(=C(C=C1)F)C(=O)C2=CNC3=C2C=C(C=N3)C4=CC=C(C=C4)Cl)F.